Predict which catalyst facilitates the given reaction. From a dataset of Catalyst prediction with 721,799 reactions and 888 catalyst types from USPTO. (1) Reactant: [Si:1]([O:8][C@@H:9]1[C@@H:13]([CH2:14][O:15][Si](C(C)(C)C)(C)C)[O:12][C@@H:11]([C:23]2[N:31]3[C:26]([C:27]([NH2:32])=[N:28][CH:29]=[N:30]3)=[N:25][CH:24]=2)[CH2:10]1)([C:4]([CH3:7])([CH3:6])[CH3:5])([CH3:3])[CH3:2].C1COCC1.C(OCC)(=O)C.ClCCl.C1(C)C=CC=CC=1. Product: [NH2:32][C:27]1[C:26]2=[N:25][CH:24]=[C:23]([C@@H:11]3[O:12][C@H:13]([CH2:14][OH:15])[C@@H:9]([O:8][Si:1]([C:4]([CH3:7])([CH3:6])[CH3:5])([CH3:2])[CH3:3])[CH2:10]3)[N:31]2[N:30]=[CH:29][N:28]=1. The catalyst class is: 250. (2) Reactant: C[S:2]([C:5]1[CH:10]=[CH:9][C:8]([N:11]2[CH:15]=[C:14]([C:16]([F:19])([F:18])[F:17])[N:13]=[C:12]2[C:20]2[CH:21]=[N:22][CH:23]=[CH:24][CH:25]=2)=[CH:7][CH:6]=1)(=[O:4])=[O:3].[CH3:26][Si:27]([CH3:55])([CH3:54])[CH2:28][CH2:29][S:30]([C:33]1[CH:38]=[CH:37][C:36]([N:39]2[CH:43]=[C:42]([C:44]([F:47])([F:46])[F:45])[N:41]=[C:40]2[C:48]2[CH:49]=[N:50][CH:51]=[CH:52][CH:53]=2)=[CH:35][CH:34]=1)(=[O:32])=[O:31].[N+:56](CCCC)(CCCC)(CCCC)CCCC.[F-].C([O-])(=O)C.[Na+].NOS(O)(=O)=O. Product: [CH3:26][Si:27]([CH3:55])([CH3:54])[CH2:28][CH2:29][S:30]([C:33]1[CH:34]=[CH:35][C:36]([N:39]2[CH:43]=[C:42]([C:44]([F:45])([F:46])[F:47])[N:41]=[C:40]2[C:48]2[CH:49]=[N:50][CH:51]=[CH:52][CH:53]=2)=[CH:37][CH:38]=1)(=[O:31])=[O:32].[N:22]1[CH:23]=[CH:24][CH:25]=[C:20]([C:12]2[N:11]([C:8]3[CH:9]=[CH:10][C:5]([S:2]([NH2:56])(=[O:4])=[O:3])=[CH:6][CH:7]=3)[CH:15]=[C:14]([C:16]([F:19])([F:18])[F:17])[N:13]=2)[CH:21]=1. The catalyst class is: 299. (3) Reactant: Cl[C:2]1[C:18]([CH3:19])=[CH:17][C:5]2[N:6]=[C:7]3[C:12]([N:13]([CH3:14])[C:4]=2[CH:3]=1)=[N:11][C:10](=[O:15])[NH:9][C:8]3=[O:16].[NH2:20][CH2:21][CH2:22][CH2:23][CH2:24][CH2:25][CH2:26][C:27]([OH:29])=[O:28]. Product: [CH3:19][C:18]1[C:2]([NH:20][CH2:21][CH2:22][CH2:23][CH2:24][CH2:25][CH2:26][C:27]([OH:29])=[O:28])=[CH:3][C:4]2[N:13]([CH3:14])[C:12]3[C:7]([C:8](=[O:16])[NH:9][C:10](=[O:15])[N:11]=3)=[N:6][C:5]=2[CH:17]=1. The catalyst class is: 3.